This data is from Forward reaction prediction with 1.9M reactions from USPTO patents (1976-2016). The task is: Predict the product of the given reaction. (1) Given the reactants [CH3:1][O:2][C@H:3]1[CH2:20][C@@:19]2([CH3:21])[C@@H:6]([CH2:7][CH2:8][C@@H:9]3[C@@H:18]2[CH2:17][CH2:16][C@@:14]2([CH3:15])[C@H:10]3[CH2:11][CH2:12][C:13]2=[CH2:22])[CH2:5][C@@H:4]1[OH:23].CCN(C(C)C)C(C)C.[CH3:33][O:34][CH2:35]Cl.C([O-])(O)=O.[Na+], predict the reaction product. The product is: [CH3:1][O:2][C@H:3]1[CH2:20][C@@:19]2([CH3:21])[C@@H:6]([CH2:7][CH2:8][C@@H:9]3[C@@H:18]2[CH2:17][CH2:16][C@@:14]2([CH3:15])[C@H:10]3[CH2:11][CH2:12][C:13]2=[CH2:22])[CH2:5][C@@H:4]1[O:23][CH2:33][O:34][CH3:35]. (2) Given the reactants NN.[C:3]1([C:9]([N:22]=[C:23]=O)(C2C=CC=CC=2)C2C=CC=CC=2)C=[CH:7][CH:6]=[CH:5][CH:4]=1.CC[OH:27], predict the reaction product. The product is: [CH3:23][N:22]1[CH2:9][CH2:3][CH2:4][CH2:5][CH:6]1[CH2:7][OH:27].